Dataset: Peptide-MHC class I binding affinity with 185,985 pairs from IEDB/IMGT. Task: Regression. Given a peptide amino acid sequence and an MHC pseudo amino acid sequence, predict their binding affinity value. This is MHC class I binding data. (1) The peptide sequence is YREGRDQLWK. The MHC is Mamu-B08 with pseudo-sequence Mamu-B08. The binding affinity (normalized) is 0.210. (2) The peptide sequence is GILARWSSF. The MHC is HLA-B08:01 with pseudo-sequence HLA-B08:01. The binding affinity (normalized) is 0.487. (3) The peptide sequence is SSLLWGFYL. The MHC is HLA-A25:01 with pseudo-sequence HLA-A25:01. The binding affinity (normalized) is 0.0847. (4) The peptide sequence is AEVEWKFYDA. The MHC is HLA-B44:02 with pseudo-sequence HLA-B44:02. The binding affinity (normalized) is 0.596. (5) The peptide sequence is ILNRKAIDF. The MHC is HLA-A02:12 with pseudo-sequence HLA-A02:12. The binding affinity (normalized) is 0.0847. (6) The peptide sequence is QQYHRFGLY. The MHC is HLA-A26:01 with pseudo-sequence HLA-A26:01. The binding affinity (normalized) is 0.593. (7) The peptide sequence is LIPETVPYI. The MHC is HLA-B35:01 with pseudo-sequence HLA-B35:01. The binding affinity (normalized) is 0.113.